From a dataset of Forward reaction prediction with 1.9M reactions from USPTO patents (1976-2016). Predict the product of the given reaction. (1) Given the reactants Br[C:2]1[C:10]2[O:9][C:8]([C:11]3[CH:36]=[CH:35][C:14]([C:15]([NH:17][CH2:18][CH:19]4[CH2:24][CH2:23][N:22]([C:25]5[N:30]=[C:29]([C:31]([F:34])([F:33])[F:32])[CH:28]=[CH:27][N:26]=5)[CH2:21][CH2:20]4)=[O:16])=[CH:13][CH:12]=3)=[N:7][C:6]=2[CH:5]=[C:4]([C:37]#[N:38])[CH:3]=1.[CH3:39]/[C:40](/B(O)O)=[CH:41]/[CH3:42].C(=O)([O-])[O-].[K+].[K+], predict the reaction product. The product is: [C:37]([C:4]1[CH:3]=[C:2](/[C:40](/[CH3:39])=[CH:41]\[CH3:42])[C:10]2[O:9][C:8]([C:11]3[CH:12]=[CH:13][C:14]([C:15]([NH:17][CH2:18][CH:19]4[CH2:20][CH2:21][N:22]([C:25]5[N:30]=[C:29]([C:31]([F:33])([F:32])[F:34])[CH:28]=[CH:27][N:26]=5)[CH2:23][CH2:24]4)=[O:16])=[CH:35][CH:36]=3)=[N:7][C:6]=2[CH:5]=1)#[N:38]. (2) Given the reactants [C:1]1([CH2:7][CH2:8][CH2:9][CH2:10]C(O)=O)[CH:6]=[CH:5][CH:4]=[CH:3][CH:2]=1.[I:14]N1C(C)(C)C(=O)N(C)C1=O, predict the reaction product. The product is: [I:14][CH2:10][CH2:9][CH2:8][CH2:7][C:1]1[CH:6]=[CH:5][CH:4]=[CH:3][CH:2]=1. (3) The product is: [C:19]([O:23][C:24](=[O:25])[C:26]1[CH:31]=[CH:30][CH:29]=[C:28]([C:32]2[O:36][CH:35]=[N:34][C:33]=2[C:37](=[O:38])[NH:18][C:15]2[CH:16]=[CH:17][N:13]([CH2:12][C:10]3[O:11][C:7]([C:2](=[O:6])[CH3:1])=[CH:8][CH:9]=3)[N:14]=2)[CH:27]=1)([CH3:22])([CH3:20])[CH3:21]. Given the reactants [CH3:1][C:2]1([C:7]2[O:11][C:10]([CH2:12][N:13]3[CH:17]=[CH:16][C:15]([NH2:18])=[N:14]3)=[CH:9][CH:8]=2)[O:6]CCO1.[C:19]([O:23][C:24]([C:26]1[CH:27]=[C:28]([C:32]2[O:36][CH:35]=[N:34][C:33]=2[C:37](O)=[O:38])[CH:29]=[CH:30][CH:31]=1)=[O:25])([CH3:22])([CH3:21])[CH3:20], predict the reaction product. (4) The product is: [Cl:14][C:15]1[CH:20]=[CH:19][C:18]([CH2:21][CH2:22][NH:23][C:11]([C:9]2[CH:8]=[CH:7][C:5]3[NH:6][C:2]([CH3:1])=[N:3][C:4]=3[CH:10]=2)=[O:13])=[CH:17][CH:16]=1. Given the reactants [CH3:1][C:2]1[NH:6][C:5]2[CH:7]=[CH:8][C:9]([C:11]([OH:13])=O)=[CH:10][C:4]=2[N:3]=1.[Cl:14][C:15]1[CH:20]=[CH:19][C:18]([CH2:21][CH2:22][NH2:23])=[CH:17][CH:16]=1.CN(C(ON1N=NC2C=CC=CC1=2)=[N+](C)C)C.F[P-](F)(F)(F)(F)F.CCN(C(C)C)C(C)C, predict the reaction product. (5) Given the reactants C(OC([NH:8][CH2:9][CH2:10][C@H:11]([NH:15][C:16]([C:18]1[C:19](=[O:37])[N:20]([CH:24]([C:31]2[CH:36]=[CH:35][CH:34]=[CH:33][CH:32]=2)[C:25]2[CH:30]=[CH:29][CH:28]=[CH:27][CH:26]=2)[CH:21]=[CH:22][CH:23]=1)=[O:17])[C:12]([OH:14])=[O:13])=O)(C)(C)C.[C:38]([OH:44])([C:40]([F:43])([F:42])[F:41])=[O:39], predict the reaction product. The product is: [NH2:8][CH2:9][CH2:10][C@H:11]([NH:15][C:16]([C:18]1[C:19](=[O:37])[N:20]([CH:24]([C:31]2[CH:36]=[CH:35][CH:34]=[CH:33][CH:32]=2)[C:25]2[CH:30]=[CH:29][CH:28]=[CH:27][CH:26]=2)[CH:21]=[CH:22][CH:23]=1)=[O:17])[C:12]([OH:14])=[O:13].[C:38]([OH:44])([C:40]([F:43])([F:42])[F:41])=[O:39]. (6) Given the reactants [F:1][C:2]([F:42])([F:41])[C:3]1[CH:4]=[C:5]([CH:34]=[C:35]([C:37]([F:40])([F:39])[F:38])[CH:36]=1)[CH2:6][N:7]([CH2:14][C:15]1[C:16]([N:25]([CH2:28][CH:29]2[CH2:33][CH2:32][CH2:31][CH2:30]2)[CH2:26][CH3:27])=[N:17][C:18]2[C:23]([CH:24]=1)=[CH:22][CH:21]=[CH:20][CH:19]=2)[CH2:8][C:9]1[N:10]=[N:11][NH:12][N:13]=1.[OH-].[Na+].[CH2:45](Cl)Cl.S(OC)(OC)(=O)=O, predict the reaction product. The product is: [F:38][C:37]([F:40])([F:39])[C:35]1[CH:34]=[C:5]([CH:4]=[C:3]([C:2]([F:1])([F:41])[F:42])[CH:36]=1)[CH2:6][N:7]([CH2:14][C:15]1[C:16]([N:25]([CH2:28][CH:29]2[CH2:33][CH2:32][CH2:31][CH2:30]2)[CH2:26][CH3:27])=[N:17][C:18]2[C:23]([CH:24]=1)=[CH:22][CH:21]=[CH:20][CH:19]=2)[CH2:8][C:9]1[N:10]=[N:11][N:12]([CH3:45])[N:13]=1.